This data is from Reaction yield outcomes from USPTO patents with 853,638 reactions. The task is: Predict the reaction yield, written as a fraction of the theoretical maximum amount of product (1.0 means a 100% yield; for example, 0.34 means a 34% yield). (1) The reactants are O1[C:5]2([CH2:10][CH2:9][CH:8]([N:11]3[C:16](=[O:17])[C:15]([CH2:18][C:19]4[CH:24]=[CH:23][C:22]([C:25]5[C:26]([C:31]#[N:32])=[CH:27][CH:28]=[CH:29][CH:30]=5)=[C:21]([F:33])[CH:20]=4)=[C:14]([CH2:34][CH2:35][CH3:36])[N:13]4[N:37]=[CH:38][N:39]=[C:12]34)[CH2:7][CH2:6]2)[O:4]CC1.Cl.O1CCCC1. The catalyst is C(OCC)(=O)C. The product is [F:33][C:21]1[CH:20]=[C:19]([CH2:18][C:15]2[C:16](=[O:17])[N:11]([CH:8]3[CH2:7][CH2:6][CH:5]([OH:4])[CH2:10][CH2:9]3)[C:12]3[N:13]([N:37]=[CH:38][N:39]=3)[C:14]=2[CH2:34][CH2:35][CH3:36])[CH:24]=[CH:23][C:22]=1[C:25]1[C:26]([C:31]#[N:32])=[CH:27][CH:28]=[CH:29][CH:30]=1. The yield is 0.880. (2) The reactants are [Cl:1][C:2]1[CH:3]=[C:4]([CH:7]=[CH:8][CH:9]=1)[CH:5]=O.Cl.[NH2:11][OH:12].C([O-])(=O)C.[Na+]. The catalyst is C(O)C. The product is [Cl:1][C:2]1[CH:3]=[C:4]([CH:7]=[CH:8][CH:9]=1)/[CH:5]=[N:11]\[OH:12]. The yield is 0.980. (3) The reactants are Br[C:2]1[CH:7]=[CH:6][N:5]=[C:4]2[N:8]([CH2:11][O:12][CH2:13][CH2:14][Si:15]([CH3:18])([CH3:17])[CH3:16])[CH:9]=[CH:10][C:3]=12.C(OC([N:24]1[CH:28]=[C:27](B2OC(C)(C)C(C)(C)O2)[CH:26]=[N:25]1)C)C.C(=O)([O-])[O-].[Na+].[Na+].Cl.[OH-].[Na+]. The catalyst is O1CCOCC1.O.CCOC(C)=O.C1C=CC([P]([Pd]([P](C2C=CC=CC=2)(C2C=CC=CC=2)C2C=CC=CC=2)([P](C2C=CC=CC=2)(C2C=CC=CC=2)C2C=CC=CC=2)[P](C2C=CC=CC=2)(C2C=CC=CC=2)C2C=CC=CC=2)(C2C=CC=CC=2)C2C=CC=CC=2)=CC=1. The product is [NH:24]1[CH:28]=[C:27]([C:2]2[CH:7]=[CH:6][N:5]=[C:4]3[N:8]([CH2:11][O:12][CH2:13][CH2:14][Si:15]([CH3:18])([CH3:17])[CH3:16])[CH:9]=[CH:10][C:3]=23)[CH:26]=[N:25]1. The yield is 0.850. (4) The reactants are [Br:1][C:2]1[CH:7]=[CH:6][C:5]([C@@H:8](O)[CH2:9][N:10]2[CH2:14][CH2:13][CH2:12][CH2:11]2)=[CH:4][CH:3]=1.[CH2:16]([N:18](CC)CC)C.CS(Cl)(=O)=O.CN. The catalyst is C(Cl)Cl. The product is [Br:1][C:2]1[CH:7]=[CH:6][C:5]([C@@H:8]([NH:18][CH3:16])[CH2:9][N:10]2[CH2:14][CH2:13][CH2:12][CH2:11]2)=[CH:4][CH:3]=1. The yield is 0.820.